From a dataset of Full USPTO retrosynthesis dataset with 1.9M reactions from patents (1976-2016). Predict the reactants needed to synthesize the given product. (1) Given the product [C:1]1([C:7]2([CH2:12][OH:13])[CH2:11][CH2:10][CH2:9][CH2:8]2)[CH:6]=[CH:5][CH:4]=[CH:3][CH:2]=1, predict the reactants needed to synthesize it. The reactants are: [C:1]1([C:7]2([CH:12]=[O:13])[CH2:11][CH2:10][CH2:9][CH2:8]2)[CH:6]=[CH:5][CH:4]=[CH:3][CH:2]=1.[BH4-].[Na+]. (2) Given the product [NH:12]([C:2]1[C:7]([N+:8]([O-:10])=[O:9])=[CH:6][CH:5]=[CH:4][N:3]=1)[NH2:13], predict the reactants needed to synthesize it. The reactants are: Cl[C:2]1[C:7]([N+:8]([O-:10])=[O:9])=[CH:6][CH:5]=[CH:4][N:3]=1.O.[NH2:12][NH2:13].C(OC(C)C)(C)C.